From a dataset of Full USPTO retrosynthesis dataset with 1.9M reactions from patents (1976-2016). Predict the reactants needed to synthesize the given product. (1) Given the product [C:12]([O-:21])(=[O:20])[CH2:13][CH2:14][CH2:15][CH2:16][CH2:17][CH2:18][CH3:19].[CH2:2]([N+:6]1[CH:10]=[CH:9][N:8]([CH3:11])[CH:7]=1)[CH2:3][CH2:4][CH3:5], predict the reactants needed to synthesize it. The reactants are: [Cl-].[CH2:2]([N+:6]1[CH:10]=[CH:9][N:8]([CH3:11])[CH:7]=1)[CH2:3][CH2:4][CH3:5].[C:12]([O-:21])(=[O:20])[CH2:13][CH2:14][CH2:15][CH2:16][CH2:17][CH2:18][CH3:19].[Na+]. (2) Given the product [Cl:1][C:2]1[N:6]([CH2:7][C:8]([OH:10])=[O:9])[N:5]=[C:4]([C:13]([F:16])([F:14])[F:15])[CH:3]=1, predict the reactants needed to synthesize it. The reactants are: [Cl:1][C:2]1[N:6]([CH2:7][C:8]([O:10]CC)=[O:9])[N:5]=[C:4]([C:13]([F:16])([F:15])[F:14])[CH:3]=1.[OH-].[Na+].Cl. (3) The reactants are: FC(F)(F)C(O)=O.C(OC([N:15]1[CH2:20][CH2:19][CH:18]([O:21][C:22]2[CH:23]=[C:24]3[C:28](=[CH:29][CH:30]=2)[NH:27][C:26]([C:31]([N:33]2[CH2:38][CH2:37][C:36]([F:40])([F:39])[CH2:35][CH2:34]2)=[O:32])=[CH:25]3)[CH2:17][CH2:16]1)=O)(C)(C)C. Given the product [F:40][C:36]1([F:39])[CH2:37][CH2:38][N:33]([C:31]([C:26]2[NH:27][C:28]3[C:24]([CH:25]=2)=[CH:23][C:22]([O:21][CH:18]2[CH2:19][CH2:20][NH:15][CH2:16][CH2:17]2)=[CH:30][CH:29]=3)=[O:32])[CH2:34][CH2:35]1, predict the reactants needed to synthesize it. (4) Given the product [CH:1]([C:4]1[CH:9]=[CH:8][C:7]([C:10]2[N:14]([CH2:15][CH2:16][O:17][CH3:18])[C:13]3[C:19]([O:25][CH3:26])=[CH:20][C:21]([CH:23]([C:27]4[CH:32]=[CH:31][CH:30]=[CH:29][CH:28]=4)[OH:24])=[CH:22][C:12]=3[N:11]=2)=[CH:6][CH:5]=1)([CH3:3])[CH3:2], predict the reactants needed to synthesize it. The reactants are: [CH:1]([C:4]1[CH:9]=[CH:8][C:7]([C:10]2[N:14]([CH2:15][CH2:16][O:17][CH3:18])[C:13]3[C:19]([O:25][CH3:26])=[CH:20][C:21]([CH:23]=[O:24])=[CH:22][C:12]=3[N:11]=2)=[CH:6][CH:5]=1)([CH3:3])[CH3:2].[C:27]1([Mg]Br)[CH:32]=[CH:31][CH:30]=[CH:29][CH:28]=1.